Dataset: Catalyst prediction with 721,799 reactions and 888 catalyst types from USPTO. Task: Predict which catalyst facilitates the given reaction. (1) Reactant: C[O:2][C:3]1[CH:4]=[CH:5][C:6]2[CH:10]=[C:9]([C:11]3[CH:16]=[CH:15][N:14]=[C:13]([NH:17][CH:18]4[CH2:23][C:22]([CH3:25])([CH3:24])[NH:21][C:20]([CH3:27])([CH3:26])[CH2:19]4)[N:12]=3)[S:8][C:7]=2[CH:28]=1. Product: [CH3:24][C:22]1([CH3:25])[CH2:23][CH:18]([NH:17][C:13]2[N:12]=[C:11]([C:9]3[S:8][C:7]4[CH:28]=[C:3]([OH:2])[CH:4]=[CH:5][C:6]=4[CH:10]=3)[CH:16]=[CH:15][N:14]=2)[CH2:19][C:20]([CH3:27])([CH3:26])[NH:21]1. The catalyst class is: 201. (2) Reactant: C[O:2][C:3](=[O:26])[CH2:4][CH2:5][N:6]1[CH2:10][CH2:9][CH2:8][C@H:7]1[CH2:11][O:12][C:13]1[CH:18]=[CH:17][C:16]([CH2:19][C:20]2[CH:25]=[CH:24][CH:23]=[CH:22][CH:21]=2)=[CH:15][CH:14]=1.[ClH:27]. Product: [ClH:27].[CH2:19]([C:16]1[CH:17]=[CH:18][C:13]([O:12][CH2:11][C@@H:7]2[CH2:8][CH2:9][CH2:10][N:6]2[CH2:5][CH2:4][C:3]([OH:26])=[O:2])=[CH:14][CH:15]=1)[C:20]1[CH:21]=[CH:22][CH:23]=[CH:24][CH:25]=1. The catalyst class is: 12. (3) Reactant: [Cl:1][C:2]1[N:3]=[C:4]([CH2:19][O:20]C)[NH:5][C:6]=1[C:7]1[C:8]([CH3:18])=[CH:9][C:10]([CH3:17])=[C:11]([CH:16]=1)[C:12]([O:14]C)=[O:13]. Product: [Cl:1][C:2]1[N:3]=[C:4]([CH2:19][OH:20])[NH:5][C:6]=1[C:7]1[C:8]([CH3:18])=[CH:9][C:10]([CH3:17])=[C:11]([CH:16]=1)[C:12]([OH:14])=[O:13]. The catalyst class is: 201. (4) Reactant: [C:1]([C:5]1[N:13]=[C:12]2[C:8]([N:9]=[CH:10][N:11]2[CH2:14][C:15]2[N:19]([CH:20]3[CH2:22][CH2:21]3)[N:18]=[N:17][N:16]=2)=[C:7](Cl)[N:6]=1)([CH3:4])([CH3:3])[CH3:2].CCN(C(C)C)C(C)C.[NH:33]1[CH2:37][CH2:36][C@H:35]([OH:38])[CH2:34]1.C1(C)C=CC=CC=1. Product: [C:1]([C:5]1[N:13]=[C:12]2[C:8]([N:9]=[CH:10][N:11]2[CH2:14][C:15]2[N:19]([CH:20]3[CH2:22][CH2:21]3)[N:18]=[N:17][N:16]=2)=[C:7]([N:33]2[CH2:37][CH2:36][C@H:35]([OH:38])[CH2:34]2)[N:6]=1)([CH3:4])([CH3:3])[CH3:2]. The catalyst class is: 10. (5) Reactant: Cl[CH2:2][CH2:3][CH2:4][CH2:5][CH2:6][CH2:7][O:8][C:9](=[O:13])[C:10]([CH3:12])=[CH2:11].[OH:14][C:15]1[CH:16]=[C:17]2[C:22](=[CH:23][CH:24]=1)[CH:21]=[C:20]([CH:25]=[O:26])[CH:19]=[CH:18]2.C(=O)([O-])[O-].[K+].[K+].Cl. Product: [CH3:12][C:10](=[CH2:11])[C:9]([O:8][CH2:7][CH2:6][CH2:5][CH2:4][CH2:3][CH2:2][O:14][C:15]1[CH:16]=[C:17]2[C:22](=[CH:23][CH:24]=1)[CH:21]=[C:20]([CH:25]=[O:26])[CH:19]=[CH:18]2)=[O:13]. The catalyst class is: 9. (6) Reactant: [OH:1][C@H:2]([CH2:25][O:26][C:27]1[CH:32]=[CH:31][CH:30]=[CH:29][CH:28]=1)[CH2:3][NH:4][C@@H:5]([CH2:8][C:9]1[CH:14]=[CH:13][C:12]([O:15][C:16]2[C:21]([N+:22]([O-:24])=[O:23])=[CH:20][CH:19]=[CH:18][N:17]=2)=[CH:11][CH:10]=1)[CH2:6][OH:7].[ClH:33]. Product: [ClH:33].[OH:1][C@H:2]([CH2:25][O:26][C:27]1[CH:32]=[CH:31][CH:30]=[CH:29][CH:28]=1)[CH2:3][NH:4][C@@H:5]([CH2:8][C:9]1[CH:10]=[CH:11][C:12]([O:15][C:16]2[C:21]([N+:22]([O-:24])=[O:23])=[CH:20][CH:19]=[CH:18][N:17]=2)=[CH:13][CH:14]=1)[CH2:6][OH:7]. The catalyst class is: 12.